Predict the reactants needed to synthesize the given product. From a dataset of Full USPTO retrosynthesis dataset with 1.9M reactions from patents (1976-2016). Given the product [CH3:8][S:9]([C:12]1[CH:13]=[CH:14][C:15](/[C:18](=[CH:6]\[C:3]2[CH:4]=[CH:5][S:1][CH:2]=2)/[C:19]([OH:21])=[O:20])=[CH:16][CH:17]=1)(=[O:10])=[O:11], predict the reactants needed to synthesize it. The reactants are: [S:1]1[CH:5]=[CH:4][C:3]([CH:6]=O)=[CH:2]1.[CH3:8][S:9]([C:12]1[CH:17]=[CH:16][C:15]([CH2:18][C:19]([OH:21])=[O:20])=[CH:14][CH:13]=1)(=[O:11])=[O:10].N1CCCCC1.